This data is from Full USPTO retrosynthesis dataset with 1.9M reactions from patents (1976-2016). The task is: Predict the reactants needed to synthesize the given product. (1) Given the product [CH3:41][C:40]([CH3:43])([CH3:42])[C:39]([O:38][CH2:37][O:25][C:23](=[O:24])[C@@H:22]([NH:21][C:19]([C:15]1[C:14]([CH3:35])=[N:13][C:12]([NH:11][CH2:10][CH2:9][CH2:8][C:3]2[CH:4]=[CH:5][CH:6]=[C:7]([OH:56])[CH:2]=2)=[N:17][C:16]=1[CH3:18])=[O:20])[CH2:26][NH:27][C:28]([C:30]1[S:31][CH:32]=[CH:33][CH:34]=1)=[O:29])=[O:44], predict the reactants needed to synthesize it. The reactants are: O[C:2]1[CH:7]=[CH:6][CH:5]=[CH:4][C:3]=1[CH2:8][CH2:9][CH2:10][NH:11][C:12]1[N:17]=[C:16]([CH3:18])[C:15]([C:19]([NH:21][C@@H:22]([CH2:26][NH:27][C:28]([C:30]2[S:31][CH:32]=[CH:33][CH:34]=2)=[O:29])[C:23]([OH:25])=[O:24])=[O:20])=[C:14]([CH3:35])[N:13]=1.Cl[CH2:37][O:38][C:39](=[O:44])[C:40]([CH3:43])([CH3:42])[CH3:41].C(N(CC)CC)C.CN(C=[O:56])C. (2) Given the product [CH2:1]([N:3]1[CH2:8][CH2:7][N:6]([C:9]2[C:14]3[CH:15]=[CH:16][S:17][C:13]=3[CH:12]=[C:11]([C:18]3[CH:23]=[CH:22][C:21]([OH:24])=[CH:20][CH:19]=3)[N:10]=2)[CH2:5][CH2:4]1)[CH3:2], predict the reactants needed to synthesize it. The reactants are: [CH2:1]([N:3]1[CH2:8][CH2:7][N:6]([C:9]2[C:14]3[CH:15]=[CH:16][S:17][C:13]=3[CH:12]=[C:11]([C:18]3[CH:23]=[CH:22][C:21]([O:24]C)=[CH:20][CH:19]=3)[N:10]=2)[CH2:5][CH2:4]1)[CH3:2]. (3) Given the product [O:1]1[C:5]2[CH:6]=[CH:7][CH:8]=[CH:9][C:4]=2[C:3]([N:10]2[CH2:15][CH2:14][N:13]([CH2:16][CH2:17][C:18]3[CH:19]=[C:20]4[C:24](=[CH:25][CH:26]=3)[C:23]([CH3:27])([CH3:28])[CH:22]([NH2:29])[C:21]4([CH3:31])[CH3:30])[CH2:12][CH2:11]2)=[N:2]1, predict the reactants needed to synthesize it. The reactants are: [O:1]1[C:5]2[CH:6]=[CH:7][CH:8]=[CH:9][C:4]=2[C:3]([N:10]2[CH2:15][CH2:14][N:13]([CH2:16][CH2:17][C:18]3[CH:19]=[C:20]4[C:24](=[CH:25][CH:26]=3)[C:23]([CH3:28])([CH3:27])[C:22](=[NH:29])[C:21]4([CH3:31])[CH3:30])[CH2:12][CH2:11]2)=[N:2]1.[BH4-].[Na+]. (4) Given the product [Br:1][C:2]1[CH:3]=[CH:4][C:5]2[N:9]([CH3:10])[C:8](=[O:11])[NH:7][C:6]=2[CH:17]=1, predict the reactants needed to synthesize it. The reactants are: [Br:1][C:2]1[CH:3]=[CH:4][C:5]2[N:9]([CH3:10])[C:8](=[O:11])[N:7](C(OCC)=O)[C:6]=2[CH:17]=1.[OH-].[Na+]. (5) Given the product [CH3:26][C:27]1([CH3:35])[O:31][C@@H:30]([CH2:32][O:33][NH:34][C:18]([C:10]2[S:11][C:12]3=[CH:13][N:14]=[CH:15][CH:16]=[C:17]3[C:9]=2[NH:8][C:5]2[CH:6]=[CH:7][C:2]([Br:1])=[CH:3][C:4]=2[F:23])=[O:20])[CH2:29][O:28]1, predict the reactants needed to synthesize it. The reactants are: [Br:1][C:2]1[CH:7]=[CH:6][C:5]([NH:8][C:9]2[C:17]3[C:12](=[CH:13][N:14]=[CH:15][CH:16]=3)[S:11][C:10]=2[C:18]([O:20]CC)=O)=[C:4]([F:23])[CH:3]=1.[OH-].[Na+].[CH3:26][C:27]1([CH3:35])[O:31][C@@H:30]([CH2:32][O:33][NH2:34])[CH2:29][O:28]1.CCN=C=NCCCN(C)C.C1C=CC2N(O)N=NC=2C=1.CCN(C(C)C)C(C)C. (6) The reactants are: [N:1]1([C:6]2[CH:14]=[CH:13][C:9]([C:10]([OH:12])=O)=[CH:8][C:7]=2[C:15]([F:18])([F:17])[F:16])[CH2:5][CH2:4][CH2:3][CH2:2]1.[CH2:19]([C:21]1[CH:22]=[C:23]([CH:25]=[CH:26][CH:27]=1)[NH2:24])[CH3:20]. Given the product [CH2:19]([C:21]1[CH:22]=[C:23]([NH:24][C:10](=[O:12])[C:9]2[CH:13]=[CH:14][C:6]([N:1]3[CH2:2][CH2:3][CH2:4][CH2:5]3)=[C:7]([C:15]([F:18])([F:17])[F:16])[CH:8]=2)[CH:25]=[CH:26][CH:27]=1)[CH3:20], predict the reactants needed to synthesize it. (7) Given the product [O:3]1[C:7]2[CH:8]=[CH:9][CH:10]=[CH:11][C:6]=2[N:5]=[C:4]1[S:12][CH2:13][CH2:14][N:15]1[CH2:20][CH2:19][N:18]([CH2:21][C:22]([NH:24][C:25]2[C:30]([CH:31]([CH3:32])[CH3:33])=[CH:29][CH:28]=[C:27]([O:34][CH3:39])[C:26]=2[CH:35]([CH3:37])[CH3:36])=[O:23])[CH2:17][CH2:16]1, predict the reactants needed to synthesize it. The reactants are: [H-].[Na+].[O:3]1[C:7]2[CH:8]=[CH:9][CH:10]=[CH:11][C:6]=2[N:5]=[C:4]1[S:12][CH2:13][CH2:14][N:15]1[CH2:20][CH2:19][N:18]([CH2:21][C:22]([NH:24][C:25]2[C:30]([CH:31]([CH3:33])[CH3:32])=[CH:29][CH:28]=[C:27]([OH:34])[C:26]=2[CH:35]([CH3:37])[CH3:36])=[O:23])[CH2:17][CH2:16]1.I[CH3:39].